From a dataset of Catalyst prediction with 721,799 reactions and 888 catalyst types from USPTO. Predict which catalyst facilitates the given reaction. (1) Product: [C:1]([O:5][CH2:6][CH2:7][CH2:8][CH2:9][O:10][C:18](=[O:22])[C:19]([O:10][CH2:9][CH2:8][CH2:7][CH2:6][O:5][C:1](=[O:4])[CH:16]=[CH2:17])=[O:20])(=[O:4])[CH:2]=[CH2:3]. Reactant: [C:1]([O:5][CH2:6][CH2:7][CH2:8][CH2:9][OH:10])(=[O:4])[CH:2]=[CH2:3].C(N([CH2:16][CH3:17])CC)C.[C:18](Cl)(=[O:22])[C:19](Cl)=[O:20]. The catalyst class is: 2. (2) Reactant: Br[C:2]1[CH:3]=[CH:4][C:5]2[O:9][CH:8]=[N:7][C:6]=2[CH:10]=1.CC1(C)C(C)(C)OB(B2OC(C)(C)C(C)(C)O2)O1.CC([O-])=O.[K+].Br[C:35]1[CH:40]=[CH:39][C:38]([C:41]2[N:42]([CH2:47][C@@H:48]3[CH2:52][CH2:51][N:50]([C:53]([CH:55]4[CH2:57][CH2:56]4)=[O:54])[CH2:49]3)[C:43](=[O:46])[NH:44][N:45]=2)=[CH:37][CH:36]=1.C([O-])([O-])=O.[Cs+].[Cs+]. Product: [O:9]1[C:5]2[CH:4]=[CH:3][C:2]([C:35]3[CH:40]=[CH:39][C:38]([C:41]4[N:42]([CH2:47][C@@H:48]5[CH2:52][CH2:51][N:50]([C:53]([CH:55]6[CH2:56][CH2:57]6)=[O:54])[CH2:49]5)[C:43](=[O:46])[NH:44][N:45]=4)=[CH:37][CH:36]=3)=[CH:10][C:6]=2[N:7]=[CH:8]1. The catalyst class is: 263.